Task: Predict which catalyst facilitates the given reaction.. Dataset: Catalyst prediction with 721,799 reactions and 888 catalyst types from USPTO (1) Reactant: [Cl:1][C:2]1[C:7]([CH:8]=O)=[CH:6][C:5]([CH3:10])=[CH:4][N:3]=1.[CH2:11]([NH2:13])[CH3:12].C([BH3-])#N.[Na+].C(O)(=O)C. Product: [Cl:1][C:2]1[C:7]([CH2:8][NH:13][CH2:11][CH3:12])=[CH:6][C:5]([CH3:10])=[CH:4][N:3]=1. The catalyst class is: 5. (2) Product: [CH3:8][C@H:6]1[O:7][C@@H:2]([CH3:1])[CH2:3][N:4]([C:9]2[C:17]3[O:16][CH2:15][C@@H:14]([NH:18][C:19]4[CH:32]=[CH:31][C:22]5[C@H:23]([CH2:26][C:27]([OH:29])=[O:28])[CH2:24][O:25][C:21]=5[CH:20]=4)[C:13]=3[CH:12]=[CH:11][CH:10]=2)[CH2:5]1. Reactant: [CH3:1][C@H:2]1[O:7][C@@H:6]([CH3:8])[CH2:5][N:4]([C:9]2[C:17]3[O:16][CH2:15][C@@H:14]([N:18](C(=O)C(F)(F)F)[C:19]4[CH:32]=[CH:31][C:22]5[C@H:23]([CH2:26][C:27]([O:29]C)=[O:28])[CH2:24][O:25][C:21]=5[CH:20]=4)[C:13]=3[CH:12]=[CH:11][CH:10]=2)[CH2:3]1.[OH-].[Na+].Cl. The catalyst class is: 193.